From a dataset of Catalyst prediction with 721,799 reactions and 888 catalyst types from USPTO. Predict which catalyst facilitates the given reaction. (1) Reactant: Cl.[CH3:2][CH2:3][O:4][C:5]([CH3:7])=[O:6]. Product: [CH3:2][CH2:3][O:4][CH2:5][CH3:7].[C:5]([O-:6])(=[O:4])[CH3:7]. The catalyst class is: 13. (2) Reactant: [CH2:1]([O:8][C:9]1[CH:14]=[CH:13][C:12]([OH:15])=[CH:11][CH:10]=1)[C:2]1[CH:7]=[CH:6][CH:5]=[CH:4][CH:3]=1.C(=O)([O-])[O-].[Ca+2].[Br:21]Br. Product: [CH2:1]([O:8][C:9]1[CH:10]=[CH:11][C:12]([OH:15])=[C:13]([Br:21])[CH:14]=1)[C:2]1[CH:3]=[CH:4][CH:5]=[CH:6][CH:7]=1. The catalyst class is: 61.